From a dataset of Forward reaction prediction with 1.9M reactions from USPTO patents (1976-2016). Predict the product of the given reaction. (1) Given the reactants C([O:5][C:6](=[O:29])[CH2:7][N:8]1[C:16]2[C:11](=[CH:12][CH:13]=[CH:14][CH:15]=2)[C:10]([CH:17]2[C:21]3[CH:22]=[CH:23][CH:24]=[CH:25][C:20]=3[S:19](=[O:27])(=[O:26])[NH:18]2)=[C:9]1[CH3:28])(C)(C)C.Cl[CH2:31][C:32]1[C:33]([C:38]2[CH:43]=[CH:42][CH:41]=[CH:40][CH:39]=2)=[N:34][O:35][C:36]=1[CH3:37], predict the reaction product. The product is: [CH3:28][C:9]1[N:8]([CH2:7][C:6]([OH:5])=[O:29])[C:16]2[C:11]([C:10]=1[CH:17]1[C:21]3[CH:22]=[CH:23][CH:24]=[CH:25][C:20]=3[S:19](=[O:27])(=[O:26])[N:18]1[CH2:31][C:32]1[C:33]([C:38]3[CH:43]=[CH:42][CH:41]=[CH:40][CH:39]=3)=[N:34][O:35][C:36]=1[CH3:37])=[CH:12][CH:13]=[CH:14][CH:15]=2. (2) Given the reactants [H-].[Al+3].[Li+].[H-].[H-].[H-].[Cl:7][C:8]1[CH:13]=[C:12]([Cl:14])[CH:11]=[CH:10][C:9]=1[C:15]1[O:16][C:17]([CH:32]([CH3:34])[CH3:33])=[C:18]([CH2:20][CH2:21][C:22]([C:24]2[CH:29]=[CH:28][C:27]([OH:30])=[C:26]([CH3:31])[CH:25]=2)=[O:23])[N:19]=1.S([O-])([O-])(=O)=O.[Na+].[Na+], predict the reaction product. The product is: [Cl:7][C:8]1[CH:13]=[C:12]([Cl:14])[CH:11]=[CH:10][C:9]=1[C:15]1[O:16][C:17]([CH:32]([CH3:34])[CH3:33])=[C:18]([CH2:20][CH2:21][CH:22]([C:24]2[CH:29]=[CH:28][C:27]([OH:30])=[C:26]([CH3:31])[CH:25]=2)[OH:23])[N:19]=1. (3) Given the reactants [CH2:1]([O:5][C:6]1[N:14]=[C:13]2[C:9]([N:10]=[C:11]([O:25]C)[N:12]2[CH2:15][CH2:16][CH2:17][CH2:18][CH:19]2[CH2:24][CH2:23][CH2:22][NH:21][CH2:20]2)=[C:8]([NH2:27])[N:7]=1)[CH2:2][CH2:3][CH3:4].I[CH:29]([CH3:31])[CH3:30], predict the reaction product. The product is: [NH2:27][C:8]1[N:7]=[C:6]([O:5][CH2:1][CH2:2][CH2:3][CH3:4])[N:14]=[C:13]2[C:9]=1[NH:10][C:11](=[O:25])[N:12]2[CH2:15][CH2:16][CH2:17][CH2:18][CH:19]1[CH2:24][CH2:23][CH2:22][N:21]([CH:29]([CH3:31])[CH3:30])[CH2:20]1. (4) Given the reactants [C:1]([O:4][CH2:5][CH2:6][C:7]([OH:10])([CH3:9])[CH3:8])(=[O:3])[CH3:2].[C:11](Cl)(=[O:15])[C:12](Cl)=[O:13].[C:17]([O:20][CH2:21][CH3:22])(=[O:19])[CH3:18], predict the reaction product. The product is: [C:1]([O:4][CH2:5][CH2:6][C:7]([O:10][C:11](=[O:15])[C:12]([O:10][C:7]([CH3:8])([CH2:22][CH2:21][O:20][C:17](=[O:19])[CH3:18])[CH3:6])=[O:13])([CH3:9])[CH3:8])(=[O:3])[CH3:2]. (5) Given the reactants CC(OI1(OC(C)=O)(OC(C)=O)OC(=O)C2C=CC=CC1=2)=O.[Cl:23][C:24]1[CH:29]=[CH:28][C:27]([C:30]([N:35]2[C:43]3[C:38](=[C:39]([NH:44][C:45](=[O:51])[O:46][C:47]([CH3:50])([CH3:49])[CH3:48])[CH:40]=[CH:41][CH:42]=3)[CH:37]=[N:36]2)([CH2:33][CH3:34])[CH2:31][OH:32])=[CH:26][CH:25]=1, predict the reaction product. The product is: [Cl:23][C:24]1[CH:29]=[CH:28][C:27]([C:30]([N:35]2[C:43]3[C:38](=[C:39]([NH:44][C:45](=[O:51])[O:46][C:47]([CH3:50])([CH3:49])[CH3:48])[CH:40]=[CH:41][CH:42]=3)[CH:37]=[N:36]2)([CH2:33][CH3:34])[CH:31]=[O:32])=[CH:26][CH:25]=1.